Dataset: Catalyst prediction with 721,799 reactions and 888 catalyst types from USPTO. Task: Predict which catalyst facilitates the given reaction. (1) Reactant: [C:1]([C:3]1[C:11]2[S:10][C:9]([NH:12][C:13]([CH:15]3CC3)=[O:14])=[N:8][C:7]=2[CH:6]=[CH:5][C:4]=1[O:18][C:19]1[CH:20]=[C:21]([NH:25][C:26](=[O:38])[C:27]2[CH:32]=[CH:31][CH:30]=[C:29]([C:33]([C:36]#[N:37])([CH3:35])[CH3:34])[CH:28]=2)[CH:22]=[CH:23][CH:24]=1)#[N:2].ClCC(Cl)=O.C(=O)([O-])O.[Na+].C(N(CC)CC)C.[CH3:56][N:57]1[CH2:62][CH2:61][NH:60][CH2:59][CH2:58]1. Product: [C:36]([C:33]([C:29]1[CH:28]=[C:27]([CH:32]=[CH:31][CH:30]=1)[C:26]([NH:25][C:21]1[CH:22]=[CH:23][CH:24]=[C:19]([O:18][C:4]2[CH:5]=[CH:6][C:7]3[N:8]=[C:9]([NH:12][C:13](=[O:14])[CH2:15][N:60]4[CH2:61][CH2:62][N:57]([CH3:56])[CH2:58][CH2:59]4)[S:10][C:11]=3[C:3]=2[C:1]#[N:2])[CH:20]=1)=[O:38])([CH3:34])[CH3:35])#[N:37]. The catalyst class is: 675. (2) Reactant: [C:1]([C:4]1[C:22](=[O:23])[C@@:8]2([CH3:24])[C:9]3[C:15]([OH:16])=[CH:14][C:13]([O:17][CH3:18])=[C:12]([C:19]([NH2:21])=[O:20])[C:10]=3[O:11][C:7]2=[CH:6][C:5]=1[OH:25])(=[O:3])[CH3:2].[CH2:26]([C:28]1[CH:37]=[CH:36][C:35]2[C:30](=[C:31]([F:39])[CH:32]=[C:33]([F:38])[CH:34]=2)[C:29]=1[CH:40]=O)[CH3:27].C([SiH](CC)CC)C.FC(F)(F)C(O)=O. Product: [C:1]([C:4]1[C:22](=[O:23])[C@@:8]2([CH3:24])[C:9]3[C:15]([OH:16])=[CH:14][C:13]([O:17][CH3:18])=[C:12]([C:19]([NH:21][CH2:40][C:29]4[C:30]5[C:35](=[CH:34][C:33]([F:38])=[CH:32][C:31]=5[F:39])[CH:36]=[CH:37][C:28]=4[CH2:26][CH3:27])=[O:20])[C:10]=3[O:11][C:7]2=[CH:6][C:5]=1[OH:25])(=[O:3])[CH3:2]. The catalyst class is: 10. (3) Reactant: [NH2:1][C:2]1[N:10]=[CH:9][CH:8]=[CH:7][C:3]=1[C:4]([OH:6])=O.[F:11][C:12]([F:22])([F:21])[C:13]1[CH:14]=[C:15]([CH:18]=[CH:19][CH:20]=1)[CH2:16][NH2:17].CN([P+](ON1N=NC2C=CC=CC1=2)(N(C)C)N(C)C)C.F[P-](F)(F)(F)(F)F.C(N(CC)CC)C. Product: [F:11][C:12]([F:21])([F:22])[C:13]1[CH:14]=[C:15]([CH2:16][NH:17][C:4](=[O:6])[C:3]2[CH:7]=[CH:8][CH:9]=[N:10][C:2]=2[NH2:1])[CH:18]=[CH:19][CH:20]=1. The catalyst class is: 136. (4) Reactant: [Cl:1][C:2]1[CH:3]=[CH:4][C:5]2[N:11]([CH2:12][C:13]3[CH:18]=[CH:17][C:16]([O:19][CH3:20])=[CH:15][C:14]=3[O:21][CH3:22])[C:10](=[O:23])[CH:9]([C:24](O)=[O:25])[CH2:8][CH:7]([C:27]3[CH:32]=[CH:31][CH:30]=[C:29]([O:33][CH3:34])[C:28]=3[O:35][CH3:36])[C:6]=2[CH:37]=1.CN1CCOCC1.ClC(OCC)=O.[BH4-].[Na+].Cl. Product: [Cl:1][C:2]1[CH:3]=[CH:4][C:5]2[N:11]([CH2:12][C:13]3[CH:18]=[CH:17][C:16]([O:19][CH3:20])=[CH:15][C:14]=3[O:21][CH3:22])[C:10](=[O:23])[CH:9]([CH2:24][OH:25])[CH2:8][CH:7]([C:27]3[CH:32]=[CH:31][CH:30]=[C:29]([O:33][CH3:34])[C:28]=3[O:35][CH3:36])[C:6]=2[CH:37]=1. The catalyst class is: 83.